From a dataset of Reaction yield outcomes from USPTO patents with 853,638 reactions. Predict the reaction yield, written as a fraction of the theoretical maximum amount of product (1.0 means a 100% yield; for example, 0.34 means a 34% yield). (1) The reactants are [Cl:1][C:2]1[CH:7]=[CH:6][N+:5]([O-])=[CH:4][CH:3]=1.[CH3:9][N:10](C)C(Cl)=O.C(#N)C.C[Si](C#N)(C)C. The catalyst is O.C(OCC)(=O)C. The product is [Cl:1][C:2]1[CH:7]=[CH:6][N:5]=[C:4]([C:9]#[N:10])[CH:3]=1. The yield is 0.990. (2) The reactants are [OH:1][C:2]1[CH:3]=[CH:4][C:5]2[O:9][C:8](=[O:10])[NH:7][C:6]=2[CH:11]=1.N1C=CN=C1.[Si:17](Cl)([C:20]([CH3:23])([CH3:22])[CH3:21])([CH3:19])[CH3:18]. The catalyst is CN(C=O)C. The product is [C:20]([Si:17]([CH3:19])([CH3:18])[O:1][C:2]1[CH:3]=[CH:4][C:5]2[O:9][C:8](=[O:10])[NH:7][C:6]=2[CH:11]=1)([CH3:23])([CH3:22])[CH3:21]. The yield is 0.630. (3) The reactants are [CH3:1][CH:2]([CH3:27])[C@H:3]([N:8]1[CH2:16][C:15]2[C:10](=[CH:11][C:12]([C:17]3[CH:22]=[CH:21][C:20]([N+:23]([O-:25])=[O:24])=[CH:19]N=3)=[CH:13][CH:14]=2)[C:9]1=[O:26])[C:4]([O:6][CH3:7])=[O:5].CC(C)[C@H](N1CC2C(=CC(B3OC(C)(C)C(C)(C)O3)=CC=2)C1=O)C(OC)=O.BrC1C=CC([N+]([O-])=O)=C[C:57]=1[C:65]([F:68])([F:67])[F:66]. The catalyst is C1C=CC(P(C2C=CC=CC=2)[C-]2C=CC=C2)=CC=1.C1C=CC(P(C2C=CC=CC=2)[C-]2C=CC=C2)=CC=1.Cl[Pd]Cl.[Fe+2].C(Cl)Cl. The product is [CH3:1][CH:2]([CH3:27])[C@H:3]([N:8]1[CH2:16][C:15]2[C:10](=[CH:11][C:12]([C:17]3[CH:22]=[CH:21][C:20]([N+:23]([O-:25])=[O:24])=[CH:19][C:57]=3[C:65]([F:68])([F:67])[F:66])=[CH:13][CH:14]=2)[C:9]1=[O:26])[C:4]([O:6][CH3:7])=[O:5]. The yield is 0.850.